This data is from Experimental lipophilicity measurements (octanol/water distribution) for 4,200 compounds from AstraZeneca. The task is: Regression/Classification. Given a drug SMILES string, predict its absorption, distribution, metabolism, or excretion properties. Task type varies by dataset: regression for continuous measurements (e.g., permeability, clearance, half-life) or binary classification for categorical outcomes (e.g., BBB penetration, CYP inhibition). For this dataset (lipophilicity_astrazeneca), we predict Y. The compound is CCCN[C@H]1CCc2nc(N)sc2C1. The Y is 3.15 logD.